Task: Predict which catalyst facilitates the given reaction.. Dataset: Catalyst prediction with 721,799 reactions and 888 catalyst types from USPTO (1) Reactant: COCN[C:5]([C:7]1[N:8]=[C:9]([C:12]2[CH:17]=[CH:16][CH:15]=[CH:14][CH:13]=2)[S:10][CH:11]=1)=[O:6].[H-].[H-].[H-].[H-].[Li+].[Al+3].C1(C2SC=C(C(C3C=C(OC)C(OC)=C(OC)C=3)=O)N=2)C=CC=CC=1. Product: [C:12]1([C:9]2[S:10][CH:11]=[C:7]([CH:5]=[O:6])[N:8]=2)[CH:13]=[CH:14][CH:15]=[CH:16][CH:17]=1. The catalyst class is: 1. (2) Reactant: [NH:1]1[CH2:6][CH2:5][CH2:4][CH2:3][CH2:2]1.Cl.C(N=C=NCCCN(C)C)C.[CH3:19][O:20][C:21]1[C:22](=[O:43])[C:23]([CH3:42])=[C:24]([CH2:30][C:31]2[CH:32]=[CH:33][C:34]([O:40][CH3:41])=[C:35]([CH:39]=2)[C:36](O)=[O:37])[C:25](=[O:29])[C:26]=1[O:27][CH3:28]. Product: [CH3:19][O:20][C:21]1[C:22](=[O:43])[C:23]([CH3:42])=[C:24]([CH2:30][C:31]2[CH:32]=[CH:33][C:34]([O:40][CH3:41])=[C:35]([CH:39]=2)[C:36]([N:1]2[CH2:6][CH2:5][CH2:4][CH2:3][CH2:2]2)=[O:37])[C:25](=[O:29])[C:26]=1[O:27][CH3:28]. The catalyst class is: 2. (3) Reactant: [NH2:1][CH2:2][CH2:3][CH2:4][CH2:5][N:6]1[C:18]2[C:17]3[CH:16]=[CH:15][CH:14]=[CH:13][C:12]=3[N:11]=[C:10]([NH2:19])[C:9]=2[N:8]=[C:7]1[CH2:20][CH2:21][CH2:22][CH3:23].Cl[CH2:25][CH2:26][CH2:27][S:28](Cl)(=[O:30])=[O:29]. Product: [CH2:20]([C:7]1[N:6]([CH2:5][CH2:4][CH2:3][CH2:2][N:1]2[CH2:25][CH2:26][CH2:27][S:28]2(=[O:30])=[O:29])[C:18]2[C:17]3[CH:16]=[CH:15][CH:14]=[CH:13][C:12]=3[N:11]=[C:10]([NH2:19])[C:9]=2[N:8]=1)[CH2:21][CH2:22][CH3:23]. The catalyst class is: 60.